Dataset: Reaction yield outcomes from USPTO patents with 853,638 reactions. Task: Predict the reaction yield, written as a fraction of the theoretical maximum amount of product (1.0 means a 100% yield; for example, 0.34 means a 34% yield). (1) The reactants are Cl[C:2]1[N:7]=[CH:6][C:5]([S:8]([NH:11][C:12]2[CH:21]=[CH:20][C:15]([C:16]([O:18][CH3:19])=[O:17])=[C:14]([OH:22])[CH:13]=2)(=[O:10])=[O:9])=[CH:4][C:3]=1[C:23]1[CH:28]=[CH:27][CH:26]=[C:25]([O:29][CH3:30])[C:24]=1[F:31].[H][H]. The catalyst is CO.[Pd]. The product is [F:31][C:24]1[C:25]([O:29][CH3:30])=[CH:26][CH:27]=[CH:28][C:23]=1[C:3]1[CH:4]=[C:5]([S:8]([NH:11][C:12]2[CH:21]=[CH:20][C:15]([C:16]([O:18][CH3:19])=[O:17])=[C:14]([OH:22])[CH:13]=2)(=[O:9])=[O:10])[CH:6]=[N:7][CH:2]=1. The yield is 0.0600. (2) The reactants are [Cl:1][C:2]1[CH:8]=[C:7]([Cl:9])[CH:6]=[CH:5][C:3]=1[NH2:4].[H-].[Na+].Cl[C:13]1[C:22]2[C:17](=[CH:18][C:19]3[CH:26]=[C:25]([O:27][CH3:28])[CH:24]=[CH:23][C:20]=3[CH:21]=2)[N:16]=[CH:15][C:14]=1[C:29]#[N:30]. The catalyst is CN(C=O)C. The product is [Cl:1][C:2]1[CH:8]=[C:7]([Cl:9])[CH:6]=[CH:5][C:3]=1[NH:4][C:13]1[C:22]2[C:17](=[CH:18][C:19]3[CH:26]=[C:25]([O:27][CH3:28])[CH:24]=[CH:23][C:20]=3[CH:21]=2)[N:16]=[CH:15][C:14]=1[C:29]#[N:30]. The yield is 0.821.